This data is from Reaction yield outcomes from USPTO patents with 853,638 reactions. The task is: Predict the reaction yield, written as a fraction of the theoretical maximum amount of product (1.0 means a 100% yield; for example, 0.34 means a 34% yield). (1) The reactants are [CH3:1][O:2][C:3]1[CH:8]=[CH:7][C:6]([C:9]([NH:24][C:25]2[O:26][C:27]([CH3:43])([CH3:42])[C:28]([F:41])([F:40])[C@:29]([C:32]3[CH:37]=[C:36](Br)[CH:35]=[CH:34][C:33]=3[F:39])([CH3:31])[N:30]=2)([C:16]2[CH:21]=[CH:20][C:19]([O:22][CH3:23])=[CH:18][CH:17]=2)[C:10]2[CH:15]=[CH:14][CH:13]=[CH:12][CH:11]=2)=[CH:5][CH:4]=1.[NH2:44][C:45]1[CH:52]=[CH:51][CH:50]=[CH:49][C:46]=1[C:47]#[N:48]. No catalyst specified. The yield is 0.500. The product is [CH3:1][O:2][C:3]1[CH:8]=[CH:7][C:6]([C:9]([NH:24][C:25]2[O:26][C:27]([CH3:43])([CH3:42])[C:28]([F:41])([F:40])[C@:29]([C:32]3[CH:37]=[C:36]([NH:44][C:45]4[CH:52]=[CH:51][CH:50]=[CH:49][C:46]=4[C:47]#[N:48])[CH:35]=[CH:34][C:33]=3[F:39])([CH3:31])[N:30]=2)([C:16]2[CH:21]=[CH:20][C:19]([O:22][CH3:23])=[CH:18][CH:17]=2)[C:10]2[CH:15]=[CH:14][CH:13]=[CH:12][CH:11]=2)=[CH:5][CH:4]=1. (2) The reactants are [CH3:1][N:2]1[C:6]([C:7]2[S:11][C:10]([NH2:12])=[N:9][CH:8]=2)=[CH:5][C:4]([C:13]([F:16])([F:15])[F:14])=[N:3]1.[F:17][C:18]1[CH:26]=[CH:25][CH:24]=[C:23]([F:27])[C:19]=1[C:20](Cl)=[O:21].CCN(C(C)C)C(C)C. The catalyst is C(Cl)Cl.CN(C1C=CN=CC=1)C. The product is [F:17][C:18]1[CH:26]=[CH:25][CH:24]=[C:23]([F:27])[C:19]=1[C:20]([NH:12][C:10]1[S:11][C:7]([C:6]2[N:2]([CH3:1])[N:3]=[C:4]([C:13]([F:16])([F:14])[F:15])[CH:5]=2)=[CH:8][N:9]=1)=[O:21]. The yield is 0.759.